The task is: Predict which catalyst facilitates the given reaction.. This data is from Catalyst prediction with 721,799 reactions and 888 catalyst types from USPTO. (1) Reactant: [N+:1]([C:4]1[CH:9]=[CH:8][C:7](F)=[CH:6][CH:5]=1)([O-:3])=[O:2].[NH:11]1[CH2:16][CH2:15][NH:14][CH2:13][CH2:12]1.C([O-])([O-])=O.[K+].[K+]. Product: [N+:1]([C:4]1[CH:9]=[CH:8][C:7]([N:11]2[CH2:16][CH2:15][NH:14][CH2:13][CH2:12]2)=[CH:6][CH:5]=1)([O-:3])=[O:2]. The catalyst class is: 10. (2) Reactant: [C:1]([C:5]1[C:6](=[O:21])[N:7]([CH2:17][C:18](O)=[O:19])[C:8]2[C:13]([CH:14]=1)=[CH:12][CH:11]=[C:10]([O:15][CH3:16])[CH:9]=2)([CH3:4])([CH3:3])[CH3:2].[CH2:22]([NH:26][CH2:27][CH2:28][CH2:29][CH3:30])[CH2:23][CH2:24][CH3:25].C1C=CC2N(O)N=NC=2C=1.CCN(C(C)C)C(C)C. Product: [CH2:22]([N:26]([CH2:27][CH2:28][CH2:29][CH3:30])[C:18](=[O:19])[CH2:17][N:7]1[C:8]2[C:13](=[CH:12][CH:11]=[C:10]([O:15][CH3:16])[CH:9]=2)[CH:14]=[C:5]([C:1]([CH3:3])([CH3:4])[CH3:2])[C:6]1=[O:21])[CH2:23][CH2:24][CH3:25]. The catalyst class is: 607. (3) Reactant: [CH3:1][N:2]1[CH2:14][CH2:13][C:12]2[C:11]3[C:6](=[CH:7][CH:8]=[C:9]([CH3:15])[CH:10]=3)[NH:5][C:4]=2[CH:3]1[C:16]1C=CC=C[CH:17]=1.N1C2C(=CC=C3C=2N=CC=C3)C=CC=1.[O-]P([O-])([O-])=O.[K+].[K+].[K+].BrC#CC1C=CC(Cl)=CC=1. Product: [CH2:16]([CH:3]1[C:4]2[NH:5][C:6]3[C:11]([C:12]=2[CH2:13][CH2:14][N:2]1[CH3:1])=[CH:10][C:9]([CH3:15])=[CH:8][CH:7]=3)[CH3:17]. The catalyst class is: 11. (4) Reactant: C([NH:4][CH:5]([C:10]1[CH:15]=[CH:14][CH:13]=[CH:12][CH:11]=1)[CH2:6][C:7]([OH:9])=[O:8])(=O)C.[ClH:16]. Product: [ClH:16].[NH2:4][CH:5]([C:10]1[CH:15]=[CH:14][CH:13]=[CH:12][CH:11]=1)[CH2:6][C:7]([OH:9])=[O:8]. The catalyst class is: 209. (5) Reactant: Cl.[O:2]1[CH:6]=[CH:5][N:4]=[C:3]1[C:7](=[O:17])[CH2:8][CH2:9][CH2:10][CH:11]1[CH2:16][CH2:15][NH:14][CH2:13][CH2:12]1.CCN(CC)CC.[O:25]([C:32]1[CH:33]=[C:34]([CH:37]=[CH:38][CH:39]=1)[CH:35]=O)[C:26]1[CH:31]=[CH:30][CH:29]=[CH:28][CH:27]=1.[BH-](OC(C)=O)(OC(C)=O)OC(C)=O.[Na+]. Product: [O:2]1[CH:6]=[CH:5][N:4]=[C:3]1[C:7](=[O:17])[CH2:8][CH2:9][CH2:10][CH:11]1[CH2:16][CH2:15][N:14]([CH2:35][C:34]2[CH:37]=[CH:38][CH:39]=[C:32]([O:25][C:26]3[CH:31]=[CH:30][CH:29]=[CH:28][CH:27]=3)[CH:33]=2)[CH2:13][CH2:12]1. The catalyst class is: 2. (6) Reactant: [F:1][C:2]1[CH:7]=[CH:6][CH:5]=[CH:4][C:3]=1B(O)O.C([O-])([O-])=O.[Cs+].[Cs+].[F:17][C:18]1[CH:26]=[CH:25][CH:24]=[CH:23][C:19]=1[C:20](Cl)=[O:21]. Product: [F:1][C:2]1[CH:7]=[CH:6][CH:5]=[CH:4][C:3]=1[C:20]([C:19]1[CH:23]=[CH:24][CH:25]=[CH:26][C:18]=1[F:17])=[O:21]. The catalyst class is: 109. (7) Reactant: [C:1]([O:5][C:6]([N:8]1[C:17]2[C:12](=[CH:13][CH:14]=[C:15]([CH2:18][OH:19])[N:16]=2)[CH2:11][CH2:10][CH:9]1[CH3:20])=[O:7])([CH3:4])([CH3:3])[CH3:2].CC(OI1(OC(C)=O)(OC(C)=O)OC(=O)C2C=CC=CC1=2)=O. Product: [C:1]([O:5][C:6]([N:8]1[C:17]2[C:12](=[CH:13][CH:14]=[C:15]([CH:18]=[O:19])[N:16]=2)[CH2:11][CH2:10][CH:9]1[CH3:20])=[O:7])([CH3:4])([CH3:2])[CH3:3]. The catalyst class is: 4. (8) Reactant: C(OC([N:8]1[C:16]2[C:11](=[C:12]([F:17])[CH:13]=[CH:14][CH:15]=2)[CH:10]=[C:9]1B(O)O)=O)(C)(C)C.Br[C:22]1[CH:23]=[CH:24][C:25]([Cl:38])=[C:26]([S:28]([NH:31][CH:32]2[CH2:37][CH2:36][CH2:35][CH2:34][CH2:33]2)(=[O:30])=[O:29])[CH:27]=1.[F-].[Cs+]. Product: [Cl:38][C:25]1[CH:24]=[CH:23][C:22]([C:9]2[NH:8][C:16]3[C:11]([CH:10]=2)=[C:12]([F:17])[CH:13]=[CH:14][CH:15]=3)=[CH:27][C:26]=1[S:28]([NH:31][CH:32]1[CH2:37][CH2:36][CH2:35][CH2:34][CH2:33]1)(=[O:29])=[O:30]. The catalyst class is: 117. (9) The catalyst class is: 1. Reactant: [CH3:1][O:2][C:3]1[CH:8]=[N:7][C:6]([N:9]2[CH:13]=[N:12][C:11]([CH:14]([OH:16])[CH3:15])=[N:10]2)=[C:5]2[NH:17][CH:18]=[CH:19][C:4]=12.C([Mg]Br)C.N1C=CC=CC=1.Cl[C:31](=[O:37])[C:32]([O:34][CH2:35][CH3:36])=[O:33]. Product: [OH:16][CH:14]([C:11]1[N:12]=[CH:13][N:9]([C:6]2[N:7]=[CH:8][C:3]([O:2][CH3:1])=[C:4]3[C:19]([C:31](=[O:37])[C:32]([O:34][CH2:35][CH3:36])=[O:33])=[CH:18][NH:17][C:5]=23)[N:10]=1)[CH3:15].